From a dataset of Full USPTO retrosynthesis dataset with 1.9M reactions from patents (1976-2016). Predict the reactants needed to synthesize the given product. (1) Given the product [C:2]([O:30][C:29](=[O:32])[N:15]([CH2:14][C@@H:13]1[CH2:12][N:11]2[CH2:26][CH2:27][CH2:28][C@@H:10]2[CH2:9][N:8]1[CH2:1][C:2]1[CH:3]=[CH:4][CH:5]=[CH:6][CH:7]=1)[C@H:16]1[C:25]2[C:20](=[CH:21][CH:22]=[CH:23][CH:24]=2)[CH2:19][CH2:18][CH2:17]1)([CH3:7])([CH3:3])[CH3:1], predict the reactants needed to synthesize it. The reactants are: [CH2:1]([N:8]1[C@H:13]([CH2:14][NH:15][C@H:16]2[C:25]3[C:20](=[CH:21][CH:22]=[CH:23][CH:24]=3)[CH2:19][CH2:18][CH2:17]2)[CH2:12][N:11]2[CH2:26][CH2:27][CH2:28][C@@H:10]2[CH2:9]1)[C:2]1[CH:7]=[CH:6][CH:5]=[CH:4][CH:3]=1.[C:29](=[O:32])([O-])[OH:30].[Na+]. (2) Given the product [CH:26]1[C:27]2[C:22](=[CH:21][CH:20]=[CH:19][CH:18]=2)[CH:23]=[CH:24][C:25]=1[C:2]1[C:11]2[C:6](=[CH:7][CH:8]=[CH:9][CH:10]=2)[CH:5]=[C:4]([NH:12][C:13]2[CH:17]=[CH:16][NH:15][N:14]=2)[N:3]=1, predict the reactants needed to synthesize it. The reactants are: Cl[C:2]1[C:11]2[C:6](=[CH:7][CH:8]=[CH:9][CH:10]=2)[CH:5]=[C:4]([NH:12][C:13]2[CH:17]=[CH:16][NH:15][N:14]=2)[N:3]=1.[CH:18]1[C:27]2[C:22](=[CH:23][CH:24]=[CH:25][CH:26]=2)[CH:21]=[CH:20][C:19]=1B(O)O.